From a dataset of Forward reaction prediction with 1.9M reactions from USPTO patents (1976-2016). Predict the product of the given reaction. Given the reactants [CH2:1]([O:4][C@@H:5]1[CH2:9][NH:8][CH2:7][C@H:6]1[NH:10][C:11](=[O:26])[CH2:12][NH:13][C:14](=[O:25])[C:15]1[CH:20]=[CH:19][CH:18]=[C:17]([C:21]([F:24])([F:23])[F:22])[CH:16]=1)[CH:2]=[CH2:3].[N:27]1([C:33]([C:35]2[CH:40]=[CH:39][C:38]([N:41]3[CH2:46][CH2:45][C:44](=O)[CH2:43][CH2:42]3)=[CH:37][CH:36]=2)=[O:34])[CH2:32][CH2:31][O:30][CH2:29][CH2:28]1.C(O[BH-](OC(=O)C)OC(=O)C)(=O)C.[Na+], predict the reaction product. The product is: [CH2:1]([O:4][C@@H:5]1[CH2:9][N:8]([CH:44]2[CH2:43][CH2:42][N:41]([C:38]3[CH:37]=[CH:36][C:35]([C:33]([N:27]4[CH2:32][CH2:31][O:30][CH2:29][CH2:28]4)=[O:34])=[CH:40][CH:39]=3)[CH2:46][CH2:45]2)[CH2:7][C@H:6]1[NH:10][C:11](=[O:26])[CH2:12][NH:13][C:14](=[O:25])[C:15]1[CH:20]=[CH:19][CH:18]=[C:17]([C:21]([F:23])([F:24])[F:22])[CH:16]=1)[CH:2]=[CH2:3].